From a dataset of Full USPTO retrosynthesis dataset with 1.9M reactions from patents (1976-2016). Predict the reactants needed to synthesize the given product. (1) Given the product [NH:5]1[CH:9]=[CH:8][C:7]([C:20]2[CH:29]=[CH:28][C:23]([C:24]([O:26][CH3:27])=[O:25])=[CH:22][CH:21]=2)=[CH:6]1, predict the reactants needed to synthesize it. The reactants are: C([Si](C(C)C)(C(C)C)[N:5]1[CH:9]=[CH:8][C:7](B(O)O)=[CH:6]1)(C)C.I[C:20]1[CH:29]=[CH:28][C:23]([C:24]([O:26][CH3:27])=[O:25])=[CH:22][CH:21]=1.[F-].[Cs+]. (2) Given the product [F:1][C@H:2]1[C@@H:7]([O:8][C:9]2[CH:10]=[N:11][C:12]([C:15]3[CH:16]=[C:17]([CH:21]([C:23]4[C:28](=[O:29])[CH:27]=[CH:26][N:25]([C:30]5[CH:31]=[N:32][N:33]([CH3:35])[CH:34]=5)[N:24]=4)[CH3:22])[CH:18]=[CH:19][CH:20]=3)=[N:13][CH:14]=2)[CH2:6][CH2:5][NH:4][CH2:3]1, predict the reactants needed to synthesize it. The reactants are: [F:1][C@H:2]1[C@@H:7]([O:8][C:9]2[CH:10]=[N:11][C:12]([C:15]3[CH:20]=[CH:19][CH:18]=[C:17]([CH:21]([C:23]4[C:28](=[O:29])[CH:27]=[CH:26][N:25]([C:30]5[CH:31]=[N:32][N:33]([CH3:35])[CH:34]=5)[N:24]=4)[CH3:22])[CH:16]=3)=[N:13][CH:14]=2)[CH2:6][CH2:5][N:4](C(OC(C)(C)C)=O)[CH2:3]1.CN1C=C(N2C=CC(=O)C(C(C3C=CC=C(C4N=CC(OC5CCNCC5)=CN=4)C=3)C)=N2)C=N1.